The task is: Predict the reaction yield, written as a fraction of the theoretical maximum amount of product (1.0 means a 100% yield; for example, 0.34 means a 34% yield).. This data is from Reaction yield outcomes from USPTO patents with 853,638 reactions. The reactants are [C:1]([O:5][C:6](=[O:21])[C:7]([S:10][C:11]1[CH:12]=[C:13]2[C:17](=[CH:18][CH:19]=1)[CH2:16][CH:15]([NH2:20])[CH2:14]2)([CH3:9])[CH3:8])([CH3:4])([CH3:3])[CH3:2].[C:22](Cl)(=[O:24])[CH3:23]. The catalyst is C(Cl)Cl. The product is [C:1]([O:5][C:6](=[O:21])[C:7]([S:10][C:11]1[CH:12]=[C:13]2[C:17](=[CH:18][CH:19]=1)[CH2:16][CH:15]([NH:20][C:22](=[O:24])[CH3:23])[CH2:14]2)([CH3:9])[CH3:8])([CH3:2])([CH3:3])[CH3:4]. The yield is 0.710.